From a dataset of NCI-60 drug combinations with 297,098 pairs across 59 cell lines. Regression. Given two drug SMILES strings and cell line genomic features, predict the synergy score measuring deviation from expected non-interaction effect. (1) Drug 1: C1=CC(=CC=C1CCCC(=O)O)N(CCCl)CCCl. Drug 2: C1CN(CCN1C(=O)CCBr)C(=O)CCBr. Cell line: SK-MEL-5. Synergy scores: CSS=23.8, Synergy_ZIP=-8.82, Synergy_Bliss=2.66, Synergy_Loewe=-4.98, Synergy_HSA=1.39. (2) Drug 1: CCCS(=O)(=O)NC1=C(C(=C(C=C1)F)C(=O)C2=CNC3=C2C=C(C=N3)C4=CC=C(C=C4)Cl)F. Drug 2: C1CCC(C1)C(CC#N)N2C=C(C=N2)C3=C4C=CNC4=NC=N3. Cell line: HOP-62. Synergy scores: CSS=-6.74, Synergy_ZIP=0.621, Synergy_Bliss=-4.46, Synergy_Loewe=-7.35, Synergy_HSA=-7.47. (3) Drug 1: COC1=CC(=CC(=C1O)OC)C2C3C(COC3=O)C(C4=CC5=C(C=C24)OCO5)OC6C(C(C7C(O6)COC(O7)C8=CC=CS8)O)O. Drug 2: CS(=O)(=O)OCCCCOS(=O)(=O)C. Cell line: NCI-H522. Synergy scores: CSS=31.0, Synergy_ZIP=-7.06, Synergy_Bliss=-0.657, Synergy_Loewe=-42.8, Synergy_HSA=1.21. (4) Drug 1: C1=CC(=CC=C1C#N)C(C2=CC=C(C=C2)C#N)N3C=NC=N3. Drug 2: CC1=C(C=C(C=C1)NC(=O)C2=CC=C(C=C2)CN3CCN(CC3)C)NC4=NC=CC(=N4)C5=CN=CC=C5. Cell line: NCI-H226. Synergy scores: CSS=1.04, Synergy_ZIP=-4.39, Synergy_Bliss=-11.9, Synergy_Loewe=-13.2, Synergy_HSA=-11.1.